From a dataset of Reaction yield outcomes from USPTO patents with 853,638 reactions. Predict the reaction yield, written as a fraction of the theoretical maximum amount of product (1.0 means a 100% yield; for example, 0.34 means a 34% yield). (1) The reactants are [O:1]=[C:2]1[NH:11][C:10]2[C:5](=[CH:6][CH:7]=[CH:8][CH:9]=2)[N:4]=[C:3]1[C:12]1[NH:13][C:14]2[C:19]([CH:20]=1)=[CH:18][C:17]([C:21](O)=[O:22])=[CH:16][CH:15]=2.C1CN([P+](ON2N=NC3C=CC=CC2=3)(N2CCCC2)N2CCCC2)CC1.F[P-](F)(F)(F)(F)F.[N:57]1([CH2:63][CH2:64][CH2:65][NH2:66])[CH2:62][CH2:61][O:60][CH2:59][CH2:58]1. The catalyst is C1COCC1.CN(C=O)C. The product is [N:57]1([CH2:63][CH2:64][CH2:65][NH:66][C:21]([C:17]2[CH:18]=[C:19]3[C:14](=[CH:15][CH:16]=2)[NH:13][C:12]([C:3]2[C:2](=[O:1])[NH:11][C:10]4[C:5](=[CH:6][CH:7]=[CH:8][CH:9]=4)[N:4]=2)=[CH:20]3)=[O:22])[CH2:62][CH2:61][O:60][CH2:59][CH2:58]1. The yield is 0.210. (2) The reactants are NC1C=CC(N[C:9]2[S:10][CH:11]=[C:12]([C:14]3[S:18][C:17]([NH:19][C:20]([NH2:22])=[NH:21])=[N:16][C:15]=3[CH3:23])[N:13]=2)=CC=1.[Cl:24][C:25]1[CH:30]=[C:29](C(=S)N)[CH:28]=[C:27]([Cl:34])[N:26]=1. No catalyst specified. The product is [Cl:24][C:25]1[CH:30]=[C:29]([C:9]2[S:10][CH:11]=[C:12]([C:14]3[S:18][C:17]([NH:19][C:20]([NH2:22])=[NH:21])=[N:16][C:15]=3[CH3:23])[N:13]=2)[CH:28]=[C:27]([Cl:34])[N:26]=1. The yield is 0.730. (3) The reactants are [OH:1][CH:2]1[CH2:5][N:4]([C:6]2[O:7][CH:8]=[C:9]([C:11](=[O:31])[NH:12][C@@H:13]3[CH2:17][CH2:16][N:15]([C:18]([O:20][CH2:21][C:22]4[CH:27]=[CH:26][C:25]([N+:28]([O-:30])=[O:29])=[CH:24][CH:23]=4)=[O:19])[CH2:14]3)[N:10]=2)[CH2:3]1.[CH3:32][S:33](Cl)(=[O:35])=[O:34].C(N(CC)CC)C. The catalyst is C(Cl)Cl. The product is [CH3:32][S:33]([O:1][CH:2]1[CH2:3][N:4]([C:6]2[O:7][CH:8]=[C:9]([C:11](=[O:31])[NH:12][C@@H:13]3[CH2:17][CH2:16][N:15]([C:18]([O:20][CH2:21][C:22]4[CH:27]=[CH:26][C:25]([N+:28]([O-:30])=[O:29])=[CH:24][CH:23]=4)=[O:19])[CH2:14]3)[N:10]=2)[CH2:5]1)(=[O:35])=[O:34]. The yield is 0.920. (4) The reactants are [CH3:1][NH:2][CH2:3][CH2:4][C@H:5]([O:11][C:12]1[C:21]2[C:16](=[CH:17][CH:18]=[CH:19][CH:20]=2)[CH:15]=[CH:14][CH:13]=1)[C:6]1[S:10][CH:9]=[CH:8][CH:7]=1.[ClH:22]. The catalyst is CC(OC)(C)C. The product is [CH3:1][NH:2][CH2:3][CH2:4][C@H:5]([O:11][C:12]1[C:21]2[C:16](=[CH:17][CH:18]=[CH:19][CH:20]=2)[CH:15]=[CH:14][CH:13]=1)[C:6]1[S:10][CH:9]=[CH:8][CH:7]=1.[ClH:22]. The yield is 0.920. (5) The catalyst is Cl.O. The reactants are [Cl:1][C:2]1[CH:7]=[CH:6][CH:5]=[CH:4][C:3]=1[CH:8]([N:18]1[CH2:23][CH2:22][C:21]2[S:24][CH:25]=[CH:26][C:20]=2[CH2:19]1)[CH2:9][CH2:10][CH2:11][C:12]([CH3:17])([CH3:16])[C:13]([OH:15])=[O:14]. The yield is 0.798. The product is [ClH:1].[Cl:1][C:2]1[CH:7]=[CH:6][CH:5]=[CH:4][C:3]=1[CH:8]([N:18]1[CH2:23][CH2:22][C:21]2[S:24][CH:25]=[CH:26][C:20]=2[CH2:19]1)[CH2:9][CH2:10][CH2:11][C:12]([CH3:16])([CH3:17])[C:13]([OH:15])=[O:14]. (6) The reactants are C(=[N:14][N:15]=[CH:16][C:17]1[S:18][C:19]([CH2:23][O:24][CH2:25][C:26]2[CH:31]=[CH:30][CH:29]=[CH:28][CH:27]=2)=[CH:20][C:21]=1Br)(C1C=CC=CC=1)C1C=CC=CC=1.C(=O)([O-])[O-].[Cs+].[Cs+]. The catalyst is C1(C)C=CC=CC=1.C1(P[C-]2C=CC=C2)C=CC=CC=1.[C-]1(PC2C=CC=CC=2)C=CC=C1.[Fe+2].C([O-])(=O)C.[Pd+2].C([O-])(=O)C. The product is [CH2:25]([O:24][CH2:23][C:19]1[S:18][C:17]2[CH:16]=[N:15][NH:14][C:21]=2[CH:20]=1)[C:26]1[CH:31]=[CH:30][CH:29]=[CH:28][CH:27]=1. The yield is 0.370. (7) The reactants are C1(C)C=CC(S([O:10][CH2:11][CH2:12][O:13][CH2:14][C:15]([F:18])([F:17])[F:16])(=O)=O)=CC=1.[C:20]([O-])(=[S:22])[CH3:21].[K+].O. The catalyst is CC(C)=O. The product is [C:20]([O:10][CH2:11][CH2:12][O:13][CH2:14][C:15]([F:16])([F:17])[F:18])(=[S:22])[CH3:21]. The yield is 0.870.